Dataset: Reaction yield outcomes from USPTO patents with 853,638 reactions. Task: Predict the reaction yield, written as a fraction of the theoretical maximum amount of product (1.0 means a 100% yield; for example, 0.34 means a 34% yield). (1) The reactants are [Br:1][C:2]1[CH:3]=[C:4]([C:8]([OH:10])=[O:9])[O:5][C:6]=1[Br:7].S(=O)(=O)(O)O.[CH3:16]O. No catalyst specified. The product is [Br:1][C:2]1[CH:3]=[C:4]([C:8]([O:10][CH3:16])=[O:9])[O:5][C:6]=1[Br:7]. The yield is 0.920. (2) The reactants are [CH3:1][N:2]1[C:7](=O)[C:6]([CH3:9])=[CH:5][C:4]([C:10]([OH:12])=O)=[CH:3]1.Cl.[CH2:14]([NH:21][C:22]1[C:23]([NH2:29])=[CH:24][CH:25]=[C:26]([F:28])[CH:27]=1)[C:15]1[CH:20]=[CH:19][CH:18]=[CH:17][CH:16]=1.[CH2:30](N(CC)CC)C. The catalyst is C(Cl)Cl. The product is [CH2:14]([NH:21][C:22]1[CH:27]=[C:26]([F:28])[CH:25]=[CH:24][C:23]=1[NH:29][C:10]([C:4]1[CH:5]=[C:6]([CH3:9])[C:7](=[CH2:30])[N:2]([CH3:1])[CH:3]=1)=[O:12])[C:15]1[CH:16]=[CH:17][CH:18]=[CH:19][CH:20]=1. The yield is 0.850.